Dataset: Reaction yield outcomes from USPTO patents with 853,638 reactions. Task: Predict the reaction yield, written as a fraction of the theoretical maximum amount of product (1.0 means a 100% yield; for example, 0.34 means a 34% yield). (1) The product is [O:15]1[C:16]2[CH:22]=[CH:21][CH:20]=[CH:19][C:17]=2[CH:18]=[C:14]1[C:12]([NH:11][C:23]1[C:24]([C:35]([O:37][CH3:38])=[O:36])=[C:25]([C:28]2[CH:33]=[CH:32][C:31]([Cl:34])=[CH:30][CH:29]=2)[S:26][CH:27]=1)=[O:13]. The yield is 0.990. The catalyst is C(O)C.C(OCC)(=O)C.ClCCl.[Pd]. The reactants are C(OC([N:11]([C:23]1[C:24]([C:35]([O:37][CH3:38])=[O:36])=[C:25]([C:28]2[CH:33]=[CH:32][C:31]([Cl:34])=[CH:30][CH:29]=2)[S:26][CH:27]=1)[C:12]([C:14]1[O:15][C:16]2[CH:22]=[CH:21][CH:20]=[CH:19][C:17]=2[CH:18]=1)=[O:13])=O)C1C=CC=CC=1. (2) The reactants are [NH2:1][C:2]1[CH:10]=[C:6]([C:7]([OH:9])=[O:8])[C:5]([OH:11])=[CH:4][CH:3]=1.[N+:12]([C:15]1[CH:20]=[CH:19][C:18]([CH2:21][CH2:22][CH2:23]Br)=[CH:17][CH:16]=1)([O-:14])=[O:13]. No catalyst specified. The product is [OH:11][C:5]1[CH:4]=[CH:3][C:2]([NH:1][CH2:23][CH2:22][CH2:21][C:18]2[CH:19]=[CH:20][C:15]([N+:12]([O-:14])=[O:13])=[CH:16][CH:17]=2)=[CH:10][C:6]=1[C:7]([OH:9])=[O:8]. The yield is 0.500. (3) The reactants are [NH2:1][C:2]1[CH:6]=[CH:5]NN=1.[CH3:7][C:8]1[CH:17]=[CH:16][CH:15]=[CH:14][C:9]=1[C:10]([O:12]C)=O.[H-].[Na+].C(#N)CC. The catalyst is C1(C)C=CC=CC=1.O. The product is [CH3:5][CH:6]([C:10](=[O:12])[C:9]1[CH:14]=[CH:15][CH:16]=[CH:17][C:8]=1[CH3:7])[C:2]#[N:1]. The yield is 0.880. (4) The catalyst is C(#N)C.CN1CCCC1=O. The product is [CH2:1]([NH:3][C:4]([NH:6][C:7]1[CH:8]=[CH:9][C:10]([C:13]2[N:14]=[C:15]([N:23]3[CH2:28][CH2:27][O:26][CH2:25][C@@H:24]3[CH3:29])[C:16]3[CH2:22][CH2:21][N:20]([CH2:40][CH2:41][OH:42])[CH2:19][C:17]=3[N:18]=2)=[CH:11][CH:12]=1)=[O:5])[CH3:2]. The yield is 0.520. The reactants are [CH2:1]([NH:3][C:4]([NH:6][C:7]1[CH:12]=[CH:11][C:10]([C:13]2[N:14]=[C:15]([N:23]3[CH2:28][CH2:27][O:26][CH2:25][C@@H:24]3[CH3:29])[C:16]3[CH2:22][CH2:21][NH:20][CH2:19][C:17]=3[N:18]=2)=[CH:9][CH:8]=1)=[O:5])[CH3:2].C(N(CC)C(C)C)(C)C.Br[CH2:40][CH2:41][O:42][Si](C(C)(C)C)(C)C. (5) The reactants are [Br:1][C:2]1[N:7]=[C:6]([C:8](O)=[O:9])[C:5]([O:11][CH2:12][C:13]2[CH:18]=[CH:17][CH:16]=[CH:15][CH:14]=2)=[C:4]([O:19][CH3:20])[CH:3]=1.C(Cl)(=O)C([Cl:24])=O. The catalyst is C1C=CC=CC=1.CN(C=O)C. The product is [Br:1][C:2]1[N:7]=[C:6]([C:8]([Cl:24])=[O:9])[C:5]([O:11][CH2:12][C:13]2[CH:18]=[CH:17][CH:16]=[CH:15][CH:14]=2)=[C:4]([O:19][CH3:20])[CH:3]=1. The yield is 1.00. (6) The reactants are [I-].[K+].CS(O[CH2:8][CH2:9][O:10][C:11]1[C:19]2[C:14](=[N:15][CH:16]=[N:17][C:18]=2[NH:20][C:21]2[CH:26]=[CH:25][C:24]([O:27][C:28]3[CH:29]=[N:30][C:31]([CH3:34])=[CH:32][CH:33]=3)=[C:23]([F:35])[CH:22]=2)[NH:13][N:12]=1)(=O)=O.[NH:36]1[CH2:40][CH2:39][CH2:38][C@@H:37]1[CH2:41][OH:42]. No catalyst specified. The product is [F:35][C:23]1[CH:22]=[C:21]([NH:20][C:18]2[N:17]=[CH:16][N:15]=[C:14]3[NH:13][N:12]=[C:11]([O:10][CH2:9][CH2:8][N:36]4[CH2:40][CH2:39][CH2:38][C@@H:37]4[CH2:41][OH:42])[C:19]=23)[CH:26]=[CH:25][C:24]=1[O:27][C:28]1[CH:29]=[N:30][C:31]([CH3:34])=[CH:32][CH:33]=1. The yield is 0.300. (7) The reactants are [CH2:1]([O:3][C:4](=[O:18])[C:5]1[CH:10]=[CH:9][CH:8]=[C:7]([C:11]2[CH:16]=[CH:15][CH:14]=[C:13]([NH2:17])[CH:12]=2)[CH:6]=1)[CH3:2].C(=O)([O-])[O-].[K+].[K+].[S:25](O[S:25]([C:28]([F:31])([F:30])[F:29])(=[O:27])=[O:26])([C:28]([F:31])([F:30])[F:29])(=[O:27])=[O:26]. The catalyst is C(Cl)Cl. The product is [F:29][C:28]([F:31])([F:30])[S:25]([NH:17][C:13]1[CH:12]=[C:11]([C:7]2[CH:8]=[CH:9][CH:10]=[C:5]([C:4]([O:3][CH2:1][CH3:2])=[O:18])[CH:6]=2)[CH:16]=[CH:15][CH:14]=1)(=[O:27])=[O:26]. The yield is 0.910.